Task: Predict the reaction yield, written as a fraction of the theoretical maximum amount of product (1.0 means a 100% yield; for example, 0.34 means a 34% yield).. Dataset: Reaction yield outcomes from USPTO patents with 853,638 reactions (1) The reactants are [NH2:1][C:2]([CH2:9][C:10](=[O:12])[O-:11])([CH2:4][N+:5]([CH3:8])([CH3:7])[CH3:6])O.[N:13]([C:16]1[CH:21]=[CH:20][CH:19]=[C:18]([O:22][C:23]2[CH:28]=[CH:27][CH:26]=[CH:25][CH:24]=2)[CH:17]=1)=[C:14]=[O:15]. No catalyst specified. The product is [O:22]([C:18]1[CH:17]=[C:16]([NH:13][C:14](=[O:15])[NH:1][C@@H:2]([CH2:4][N+:5]([CH3:8])([CH3:7])[CH3:6])[CH2:9][C:10]([O-:11])=[O:12])[CH:21]=[CH:20][CH:19]=1)[C:23]1[CH:24]=[CH:25][CH:26]=[CH:27][CH:28]=1. The yield is 0.580. (2) The reactants are [O:1]=[C:2]1[CH2:7][CH2:6][CH:5]([N:8]2[C:13](=[O:14])[C:12]([CH2:15][C:16]3[CH:21]=[CH:20][C:19]([C:22]4[CH:27]=[CH:26][CH:25]=[CH:24][C:23]=4[C:28]4[NH:32][C:31](=[O:33])[O:30][N:29]=4)=[CH:18][CH:17]=3)=[C:11]([CH2:34][CH2:35][CH3:36])[N:10]3[N:37]=[CH:38][N:39]=[C:9]23)[CH2:4][CH2:3]1.C[Si]([CH:44](O[Si](C)(C)C)[C:45]([O-:47])=[O:46])(C)C.FC(F)(F)S(O[Si](C(C)(C)C)(C)C)(=O)=O.C(Cl)Cl. The catalyst is C(OCC)(=O)C. The product is [O:33]=[C:31]1[O:30][N:29]=[C:28]([C:23]2[CH:24]=[CH:25][CH:26]=[CH:27][C:22]=2[C:19]2[CH:18]=[CH:17][C:16]([CH2:15][C:12]3[C:13](=[O:14])[N:8]([CH:5]4[CH2:6][CH2:7][C:2]5([O:47][C:45](=[O:46])[CH2:44][O:1]5)[CH2:3][CH2:4]4)[C:9]4[N:10]([N:37]=[CH:38][N:39]=4)[C:11]=3[CH2:34][CH2:35][CH3:36])=[CH:21][CH:20]=2)[NH:32]1. The yield is 0.260. (3) The reactants are C([O:4][CH2:5][C@@H:6]1[C@@H:11]([O:12]C(=O)C)[C@H:10]([OH:16])[C@H:9]([OH:17])[C@@H:8]([C:18]2[CH:23]=[CH:22][CH:21]=[C:20]([O:24][Si](C(C)(C)C)(C)C)[CH:19]=2)[O:7]1)(=O)C.Cl[C:33]1[CH:38]=[CH:37][N:36]=[CH:35][CH:34]=1.C([O-])([O-])=O.[Cs+].[Cs+]. The catalyst is CN(C=O)C. The product is [OH:4][CH2:5][C@@H:6]1[C@@H:11]([OH:12])[C@H:10]([OH:16])[C@H:9]([OH:17])[C@@H:8]([C:18]2[CH:23]=[CH:22][CH:21]=[C:20]([O:24][C:33]3[CH:38]=[CH:37][N:36]=[CH:35][CH:34]=3)[CH:19]=2)[O:7]1. The yield is 0.0820. (4) The reactants are [CH:1]1([OH:5])[CH2:4][CH2:3][CH2:2]1.[Cl:6][C:7]1[CH:8]=[C:9]([C:14]2[C:22]([CH3:23])=[CH:21][C:17]([C:18]([OH:20])=[O:19])=[C:16]([F:24])[CH:15]=2)[CH:10]=[N:11][C:12]=1F.C(=O)([O-])[O-].[Cs+].[Cs+].CS(C)=O. The catalyst is O.CCOC(C)=O. The product is [Cl:6][C:7]1[CH:8]=[C:9]([C:14]2[C:22]([CH3:23])=[CH:21][C:17]([C:18]([OH:20])=[O:19])=[C:16]([F:24])[CH:15]=2)[CH:10]=[N:11][C:12]=1[O:5][CH:1]1[CH2:4][CH2:3][CH2:2]1. The yield is 0.541. (5) The reactants are C(O)(C(F)(F)F)=O.COC1C=CC(C[N:15]2[C:19]3=[N:20][CH:21]=[CH:22][C:23]([N:24]4[CH2:29][CH2:28][N:27]([C:30]([O:32][C:33]([CH3:36])([CH3:35])[CH3:34])=[O:31])[CH2:26][CH2:25]4)=[C:18]3[CH:17]=[N:16]2)=CC=1.[Li+].[OH-].CC(OC(OC(OC(C)(C)C)=O)=O)(C)C. The catalyst is C(Cl)Cl.O.CCOCC. The product is [NH:15]1[C:19]2=[N:20][CH:21]=[CH:22][C:23]([N:24]3[CH2:29][CH2:28][N:27]([C:30]([O:32][C:33]([CH3:36])([CH3:35])[CH3:34])=[O:31])[CH2:26][CH2:25]3)=[C:18]2[CH:17]=[N:16]1. The yield is 0.480. (6) The reactants are C(OC([O:7][CH2:8][CH2:9][CH2:10][C:11]([O:13][C@:14]([C:43]1[CH:48]=[CH:47][C:46]([F:49])=[CH:45][C:44]=1[F:50])([CH2:37][N:38]1[CH:42]=[N:41][CH:40]=[N:39]1)[C@H:15]([S:17][C@@H:18]1[CH2:23][O:22][C@@H:21](/[CH:24]=[CH:25]/[CH:26]=[CH:27]/[C:28]2[CH:33]=[CH:32][C:31]([C:34]#[N:35])=[CH:30][C:29]=2[F:36])[O:20][CH2:19]1)[CH3:16])=[O:12])=O)C=C.C([SnH](CCCC)CCCC)CCC.CCCCCC. The catalyst is ClCCl.Cl[Pd](Cl)([P](C1C=CC=CC=1)(C1C=CC=CC=1)C1C=CC=CC=1)[P](C1C=CC=CC=1)(C1C=CC=CC=1)C1C=CC=CC=1. The product is [OH:7][CH2:8][CH2:9][CH2:10][C:11]([O:13][C@:14]([C:43]1[CH:48]=[CH:47][C:46]([F:49])=[CH:45][C:44]=1[F:50])([CH2:37][N:38]1[CH:42]=[N:41][CH:40]=[N:39]1)[C@H:15]([S:17][C@@H:18]1[CH2:23][O:22][C@@H:21](/[CH:24]=[CH:25]/[CH:26]=[CH:27]/[C:28]2[CH:33]=[CH:32][C:31]([C:34]#[N:35])=[CH:30][C:29]=2[F:36])[O:20][CH2:19]1)[CH3:16])=[O:12]. The yield is 0.930. (7) The reactants are [C:1]([C:3]1[CH:8]=[CH:7][C:6]([CH2:9][C:10]([O:12][C:13]([CH3:16])(C)C)=[O:11])=[C:5]([O:17][CH3:18])[CH:4]=1)#[N:2].Cl.O1CCOCC1.C(C1C=CC(CC(OCC)=O)=C(OC)C=1)#N.C(O[CH:45](OCC)[N:46]([CH3:48])[CH3:47])C. The catalyst is C(O)C.CN(C=O)C.CCOC(C)=O. The product is [C:1]([C:3]1[CH:8]=[CH:7][C:6]([C:9](=[CH:45][N:46]([CH3:48])[CH3:47])[C:10]([O:12][CH2:13][CH3:16])=[O:11])=[C:5]([O:17][CH3:18])[CH:4]=1)#[N:2]. The yield is 0.740. (8) The reactants are Br[C:2]1[CH:3]=[C:4]([NH:8][C:9]2[C:18]3[C:13](=[CH:14][CH:15]=[CH:16][CH:17]=3)[N:12]=[C:11]([CH3:19])[CH:10]=2)[CH:5]=[CH:6][CH:7]=1.[C:20]([O-:23])(O)=O.[Na+]. The catalyst is C1(C)C=CC=CC=1.CCO. The product is [CH3:19][C:11]1[CH:10]=[C:9]([NH:8][C:4]2[CH:3]=[C:2]([C:2]3[C:7]([CH:20]=[O:23])=[CH:6][CH:5]=[CH:4][CH:3]=3)[CH:7]=[CH:6][CH:5]=2)[C:18]2[C:13](=[CH:14][CH:15]=[CH:16][CH:17]=2)[N:12]=1. The yield is 0.374.